From a dataset of Full USPTO retrosynthesis dataset with 1.9M reactions from patents (1976-2016). Predict the reactants needed to synthesize the given product. (1) Given the product [CH3:1][O:2][C:3]1[CH:8]=[CH:7][CH:6]=[CH:5][C:4]=1[C@@H:9]([NH:11][C:41]([C:37]1[CH:36]=[C:35]2[C:40](=[CH:39][CH:38]=1)[N:32]([CH2:31][C:28]1[CH:27]=[CH:26][C:25]([C:20]3[C:19]([C:17]([OH:18])=[O:16])=[CH:24][CH:23]=[CH:22][CH:21]=3)=[CH:30][CH:29]=1)[C:33]([CH3:45])=[C:34]2[CH3:44])=[O:42])[CH3:10], predict the reactants needed to synthesize it. The reactants are: [CH3:1][O:2][C:3]1[CH:8]=[CH:7][CH:6]=[CH:5][C:4]=1[C@@H:9]([NH2:11])[CH3:10].C([O:16][C:17]([C:19]1[CH:24]=[CH:23][CH:22]=[CH:21][C:20]=1[C:25]1[CH:30]=[CH:29][C:28]([CH2:31][N:32]2[C:40]3[C:35](=[CH:36][C:37]([C:41](O)=[O:42])=[CH:38][CH:39]=3)[C:34]([CH3:44])=[C:33]2[CH3:45])=[CH:27][CH:26]=1)=[O:18])(C)(C)C. (2) Given the product [CH:1]1([C:7]2[N:8]([CH2:13][C:14]([O:16][CH2:17][CH3:18])=[O:15])[C:9]([CH3:12])=[C:10]([CH2:48][C:47]3[CH:50]=[CH:51][CH:52]=[CH:53][C:46]=3[S:43]([N:38]3[CH2:42][CH2:41][CH2:40][CH2:39]3)(=[O:44])=[O:45])[CH:11]=2)[CH2:2][CH2:3][CH2:4][CH2:5][CH2:6]1, predict the reactants needed to synthesize it. The reactants are: [CH:1]1([C:7]2[N:8]([CH2:13][C:14]([O:16][CH2:17][CH3:18])=[O:15])[C:9]([CH3:12])=[CH:10][CH:11]=2)[CH2:6][CH2:5][CH2:4][CH2:3][CH2:2]1.C([SiH](CC)CC)C.FC(F)(F)S(O[Si](C)(C)C)(=O)=O.[N:38]1([S:43]([C:46]2[CH:53]=[CH:52][CH:51]=[CH:50][C:47]=2[CH:48]=O)(=[O:45])=[O:44])[CH2:42][CH2:41][CH2:40][CH2:39]1. (3) Given the product [CH:1]([C:4]1[C:8]2[CH:9]=[CH:10][CH:11]=[CH:12][C:7]=2[O:6][C:5]=1[CH:21]=[O:22])([CH3:3])[CH3:2], predict the reactants needed to synthesize it. The reactants are: [CH:1]([C:4]1[C:8]2[CH:9]=[CH:10][CH:11]=[CH:12][C:7]=2[O:6][CH:5]=1)([CH3:3])[CH3:2].[Li]CCCC.CN([CH:21]=[O:22])C. (4) Given the product [Cl:1][C:2]1[C:3]([C:14]2[C:19]([CH3:20])=[CH:18][C:17]([CH3:21])=[CH:16][N:15]=2)=[CH:4][C:5]([N:8]2[CH2:13][CH2:12][N:11]([C:56](=[O:57])[CH2:55][CH2:54][S:51]([CH3:50])(=[O:53])=[O:52])[CH2:10][CH2:9]2)=[N:6][CH:7]=1, predict the reactants needed to synthesize it. The reactants are: [Cl:1][C:2]1[C:3]([C:14]2[C:19]([CH3:20])=[CH:18][C:17]([CH3:21])=[CH:16][N:15]=2)=[CH:4][C:5]([N:8]2[CH2:13][CH2:12][NH:11][CH2:10][CH2:9]2)=[N:6][CH:7]=1.C1C=CC2N(O)N=NC=2C=1.CN1CCOCC1.CCN=C=NCCCN(C)C.[CH3:50][S:51]([CH2:54][CH2:55][C:56](O)=[O:57])(=[O:53])=[O:52]. (5) Given the product [C:1]([O:5][C:6]([N:8]1[CH2:12][CH2:11][CH:10]([N:13]2[CH:17]=[C:16]([C:18](=[O:20])[NH2:35])[C:15]([C:21]3[CH:26]=[CH:25][C:24]([O:27][C:28]4[CH:33]=[CH:32][CH:31]=[CH:30][CH:29]=4)=[CH:23][CH:22]=3)=[N:14]2)[CH2:9]1)=[O:7])([CH3:4])([CH3:3])[CH3:2], predict the reactants needed to synthesize it. The reactants are: [C:1]([O:5][C:6]([N:8]1[CH2:12][CH2:11][CH:10]([N:13]2[CH:17]=[C:16]([C:18]([OH:20])=O)[C:15]([C:21]3[CH:26]=[CH:25][C:24]([O:27][C:28]4[CH:33]=[CH:32][CH:31]=[CH:30][CH:29]=4)=[CH:23][CH:22]=3)=[N:14]2)[CH2:9]1)=[O:7])([CH3:4])([CH3:3])[CH3:2].C[N:35](C(ON1N=NC2C=CC=NC1=2)=[N+](C)C)C.F[P-](F)(F)(F)(F)F. (6) Given the product [CH3:1][O:2][C:3]1[CH:4]=[C:5]2[C:10](=[CH:11][C:12]=1[O:13][CH3:14])[N:9]=[CH:8][CH:7]=[C:6]2[O:15][C:16]1[CH:22]=[CH:21][C:19]([NH:20][C:32]([NH:38][CH2:36][CH2:26][CH2:25][N:27]([CH2:30][CH3:31])[CH2:28][CH3:29])=[S:33])=[C:18]([CH3:23])[C:17]=1[CH3:24], predict the reactants needed to synthesize it. The reactants are: [CH3:1][O:2][C:3]1[CH:4]=[C:5]2[C:10](=[CH:11][C:12]=1[O:13][CH3:14])[N:9]=[CH:8][CH:7]=[C:6]2[O:15][C:16]1[CH:22]=[CH:21][C:19]([NH2:20])=[C:18]([CH3:23])[C:17]=1[CH3:24].[CH2:25]([N:27]([CH2:30][CH3:31])[CH2:28][CH3:29])[CH3:26].[C:32](Cl)(Cl)=[S:33].[CH2:36]([N:38](CC)CC(N)C)C. (7) Given the product [ClH:1].[ClH:1].[NH2:30][C@@H:31]([CH2:32][C:33]1[CH:38]=[CH:37][CH:36]=[CH:35][CH:34]=1)[C:39]([NH:2][C:3]1[C:4]([O:27][CH2:28][CH3:29])=[CH:5][CH:6]=[C:7]2[C:12]=1[CH:11]=[N:10][CH:9]=[C:8]2[C:13](=[O:14])[C:15]1[CH:20]=[C:19]([O:21][CH3:22])[C:18]([O:23][CH3:24])=[C:17]([O:25][CH3:26])[CH:16]=1)=[O:40], predict the reactants needed to synthesize it. The reactants are: [ClH:1].[NH2:2][C:3]1[C:4]([O:27][CH2:28][CH3:29])=[CH:5][CH:6]=[C:7]2[C:12]=1[CH:11]=[N:10][CH:9]=[C:8]2[C:13]([C:15]1[CH:20]=[C:19]([O:21][CH3:22])[C:18]([O:23][CH3:24])=[C:17]([O:25][CH3:26])[CH:16]=1)=[O:14].[NH:30](C(OC(C)(C)C)=O)[C@H:31]([C:39](O)=[O:40])[CH2:32][C:33]1[CH:38]=[CH:37][CH:36]=[CH:35][CH:34]=1.CN1CCOCC1.CCN=C=NCCCN(C)C. (8) Given the product [CH3:14][O:13][C:10]1[CH:11]=[CH:12][C:7]([C@@H:4]2[CH2:5][CH2:6][C@@:2]3([NH:1][C:17](=[O:18])[O:16][CH2:15]3)[CH2:3]2)=[CH:8][CH:9]=1, predict the reactants needed to synthesize it. The reactants are: [NH2:1][C@:2]1([CH2:15][OH:16])[CH2:6][CH2:5][C@@H:4]([C:7]2[CH:12]=[CH:11][C:10]([O:13][CH3:14])=[CH:9][CH:8]=2)[CH2:3]1.[C:17]([O-])([O-])=[O:18].[K+].[K+].